This data is from Full USPTO retrosynthesis dataset with 1.9M reactions from patents (1976-2016). The task is: Predict the reactants needed to synthesize the given product. Given the product [Cl:1][C:2]1[CH:7]=[CH:6][CH:5]=[CH:4][C:3]=1[C:8]1[N:9]=[C:10]([CH2:13][O:14][C:15]2[CH:26]=[CH:25][C:18]([O:19][CH2:20][C:21]([OH:23])=[O:22])=[C:17]([CH3:27])[CH:16]=2)[O:11][CH:12]=1, predict the reactants needed to synthesize it. The reactants are: [Cl:1][C:2]1[CH:7]=[CH:6][CH:5]=[CH:4][C:3]=1[C:8]1[N:9]=[C:10]([CH2:13][O:14][C:15]2[CH:26]=[CH:25][C:18]([O:19][CH2:20][C:21]([O:23]C)=[O:22])=[C:17]([CH3:27])[CH:16]=2)[O:11][CH:12]=1.[Li+].[OH-].Cl.